Dataset: Forward reaction prediction with 1.9M reactions from USPTO patents (1976-2016). Task: Predict the product of the given reaction. (1) Given the reactants [CH2:1]([O:8][C:9]1[CH:14]=[CH:13][CH:12]=[CH:11][C:10]=1[C:15]1[NH:16][C:17](=[O:25])[C:18](=[C:21]([S:23][CH3:24])[CH:22]=1)[C:19]#[N:20])[C:2]1[CH:7]=[CH:6][CH:5]=[CH:4][CH:3]=1.ClC1C=CC=C(C(OO)=[O:34])C=1, predict the reaction product. The product is: [CH2:1]([O:8][C:9]1[CH:14]=[CH:13][CH:12]=[CH:11][C:10]=1[C:15]1[NH:16][C:17](=[O:25])[C:18](=[C:21]([S:23]([CH3:24])=[O:34])[CH:22]=1)[C:19]#[N:20])[C:2]1[CH:3]=[CH:4][CH:5]=[CH:6][CH:7]=1. (2) Given the reactants [F:1][C:2]1[CH:7]=[CH:6][C:5]([NH:8][C:9]2[O:10][CH2:11][C:12](=[O:18])[C:13]=2[C:14]([O:16][CH3:17])=[O:15])=[CH:4][CH:3]=1.ClCC(=O)C[C:23]([O:25][CH3:26])=O.FC1C=CC(N=C=O)=CC=1.COCCO, predict the reaction product. The product is: [F:1][C:2]1[CH:3]=[CH:4][C:5]([NH:8][C:9]2[O:10][CH2:11][C:12](=[O:18])[C:13]=2[C:14]([O:16][CH2:17][CH2:23][O:25][CH3:26])=[O:15])=[CH:6][CH:7]=1. (3) Given the reactants [N:1]([C:3]1[CH:8]=[CH:7][CH:6]=[CH:5][CH:4]=1)=O.[CH:9]([C:11]1[CH:12]=[C:13](B(O)O)[CH:14]=[CH:15][CH:16]=1)=[O:10], predict the reaction product. The product is: [C:3]1([NH:1][C:15]2[CH:16]=[C:11]([CH:12]=[CH:13][CH:14]=2)[CH:9]=[O:10])[CH:8]=[CH:7][CH:6]=[CH:5][CH:4]=1. (4) Given the reactants [CH:1]([C:4]1[CH:9]=[C:8]([CH2:10][CH2:11][CH2:12][CH2:13][CH2:14][CH2:15][CH2:16][CH2:17][CH3:18])[CH:7]=[CH:6][C:5]=1[OH:19])([CH3:3])[CH3:2].[CH3:20][O-:21].[Mg+2].C[O-].C=O, predict the reaction product. The product is: [CH:1]([C:4]1[CH:9]=[C:8]([CH2:10][CH2:11][CH2:12][CH2:13][CH2:14][CH2:15][CH2:16][CH2:17][CH3:18])[CH:7]=[C:6]([CH:20]=[O:21])[C:5]=1[OH:19])([CH3:3])[CH3:2]. (5) Given the reactants ClC1N=C(NC2C=CC=CC=2C(OC2CCCCC2)=O)C([N+]([O-])=O)=CN=1.Cl.[C:28]([NH:31][C:32]1[CH:37]=[CH:36][C:35]([NH:38]C2N=C(NC3C=CC=CC=3C(OC3CCCCC3)=O)C([N+]([O-])=O)=CN=2)=[CH:34][CH:33]=1)(=[O:30])[CH3:29], predict the reaction product. The product is: [NH2:38][C:35]1[CH:34]=[CH:33][C:32]([NH:31][C:28](=[O:30])[CH3:29])=[CH:37][CH:36]=1. (6) Given the reactants [C:1]1([CH2:7][CH2:8][CH2:9]Cl)[CH:6]=[CH:5][CH:4]=[CH:3][CH:2]=1.[CH2:11]([N:18]1[C:26]2[C:21](=[CH:22][CH:23]=[C:24]([CH2:27][C:28]([OH:30])=[O:29])[CH:25]=2)[CH:20]=[CH:19]1)[C:12]1[CH:17]=[CH:16][CH:15]=[CH:14][CH:13]=1, predict the reaction product. The product is: [C:1]1([CH2:7][CH2:8][CH2:9][N:18]2[C:26]3[C:21](=[CH:22][CH:23]=[C:24]([CH2:27][C:28]([OH:30])=[O:29])[CH:25]=3)[CH:20]=[CH:19]2)[CH:6]=[CH:5][CH:4]=[CH:3][CH:2]=1.[CH2:11]([N:18]1[C:26]2[C:21](=[CH:22][CH:23]=[C:24]([CH2:27][C:28]([OH:30])=[O:29])[CH:25]=2)[CH:20]=[CH:19]1)[C:12]1[CH:13]=[CH:14][CH:15]=[CH:16][CH:17]=1.